From a dataset of Forward reaction prediction with 1.9M reactions from USPTO patents (1976-2016). Predict the product of the given reaction. (1) The product is: [C:9]([CH:8]1[CH2:1][C:2]2[C:3](=[CH:4][CH:5]=[CH:6][CH:7]=2)[C:13](=[O:15])[CH2:12]1)([OH:11])=[O:10]. Given the reactants [CH2:1]([CH:8]([CH2:12][C:13]([OH:15])=O)[C:9]([OH:11])=[O:10])[C:2]1[CH:7]=[CH:6][CH:5]=[CH:4][CH:3]=1, predict the reaction product. (2) Given the reactants O1[CH2:6][CH2:5][CH:4]([N:7]2[CH2:11][CH2:10][C@@H:9]([NH:12][C:13](=[O:28])[CH2:14][C:15]3[NH:19][C:18]4[C:20]([C:24]([F:27])([F:26])[F:25])=[CH:21][CH:22]=[CH:23][C:17]=4[N:16]=3)[CH2:8]2)CC1.[CH3:29][C:30]1[C:34]([N:35]2CCC(=O)[CH2:37][CH2:36]2)=[C:33]([CH3:42])[O:32][N:31]=1.O1CCC(=O)CC1, predict the reaction product. The product is: [CH3:29][C:30]1[C:34]([N:35]2[CH2:6][CH2:5][CH:4]([N:7]3[CH2:11][CH2:10][C@@H:9]([NH:12][C:13](=[O:28])[CH2:14][C:15]4[NH:16][C:17]5[CH:23]=[CH:22][CH:21]=[C:20]([C:24]([F:27])([F:25])[F:26])[C:18]=5[N:19]=4)[CH2:8]3)[CH2:37][CH2:36]2)=[C:33]([CH3:42])[O:32][N:31]=1. (3) Given the reactants Br[CH2:2][CH2:3][CH2:4][CH2:5][CH2:6][C:7]1[C:13]2[CH:14]=[CH:15][C:16]([OH:18])=[CH:17][C:12]=2[CH2:11][CH2:10][CH2:9][C:8]=1[C:19]1[CH:24]=[CH:23][CH:22]=[CH:21][CH:20]=1.[CH3:25][NH:26][CH2:27][CH2:28][CH2:29][S:30]([CH2:33][CH2:34][CH2:35][C:36]([F:42])([F:41])[C:37]([F:40])([F:39])[F:38])(=[O:32])=[O:31], predict the reaction product. The product is: [CH3:25][N:26]([CH2:27][CH2:28][CH2:29][S:30]([CH2:33][CH2:34][CH2:35][C:36]([F:42])([F:41])[C:37]([F:40])([F:39])[F:38])(=[O:32])=[O:31])[CH2:2][CH2:3][CH2:4][CH2:5][CH2:6][C:7]1[C:13]2[CH:14]=[CH:15][C:16]([OH:18])=[CH:17][C:12]=2[CH2:11][CH2:10][CH2:9][C:8]=1[C:19]1[CH:24]=[CH:23][CH:22]=[CH:21][CH:20]=1. (4) Given the reactants Cl[C:2]1[C:11]2[C:6](=[CH:7][CH:8]=[C:9]([C:12]([O:14][CH3:15])=[O:13])[CH:10]=2)[N:5]=[C:4]([C:16]2[CH:21]=[CH:20][CH:19]=[CH:18][C:17]=2[Cl:22])[N:3]=1.[F:23][C:24]([F:34])([F:33])[O:25][C:26]1[CH:27]=[C:28]([CH:30]=[CH:31][CH:32]=1)[NH2:29].C(N(CC)CC)C, predict the reaction product. The product is: [Cl:22][C:17]1[CH:18]=[CH:19][CH:20]=[CH:21][C:16]=1[C:4]1[N:3]=[C:2]([NH:29][C:28]2[CH:30]=[CH:31][CH:32]=[C:26]([O:25][C:24]([F:23])([F:33])[F:34])[CH:27]=2)[C:11]2[C:6](=[CH:7][CH:8]=[C:9]([C:12]([O:14][CH3:15])=[O:13])[CH:10]=2)[N:5]=1. (5) Given the reactants [NH2:1][C:2]1[N:7]=[C:6](Cl)[C:5]([CH2:9][C:10]([O:12][CH2:13][CH3:14])=[O:11])=[C:4]([Cl:15])[N:3]=1.[CH3:16][C:17]1[N:18]=[CH:19][C:20]([CH2:23][NH2:24])=[N:21][CH:22]=1.CCN(C(C)C)C(C)C, predict the reaction product. The product is: [NH2:1][C:2]1[N:3]=[C:4]([Cl:15])[C:5]([CH2:9][C:10]([O:12][CH2:13][CH3:14])=[O:11])=[C:6]([NH:24][CH2:23][C:20]2[CH:19]=[N:18][C:17]([CH3:16])=[CH:22][N:21]=2)[N:7]=1. (6) Given the reactants Br[C:2]1[N:3]=[C:4]([NH2:16])[C:5]2[N:6]([N:8]=[C:9]([C:11]3[O:12][CH:13]=[CH:14][CH:15]=3)[N:10]=2)[CH:7]=1.[CH3:17][Si:18]([C:21]#[CH:22])([CH3:20])[CH3:19], predict the reaction product. The product is: [O:12]1[CH:13]=[CH:14][CH:15]=[C:11]1[C:9]1[N:10]=[C:5]2[C:4]([NH2:16])=[N:3][C:2]([C:22]#[C:21][Si:18]([CH3:20])([CH3:19])[CH3:17])=[CH:7][N:6]2[N:8]=1. (7) The product is: [CH2:12]([C:2]1[N:7]=[CH:6][C:5]([C:8]#[N:9])=[CH:4][CH:3]=1)[CH:11]=[CH2:10]. Given the reactants Cl[C:2]1[N:7]=[CH:6][C:5]([C:8]#[N:9])=[CH:4][CH:3]=1.[CH2:10]([Sn](CCCC)(CCCC)CCCC)[CH:11]=[CH2:12], predict the reaction product.